From a dataset of Peptide-MHC class II binding affinity with 134,281 pairs from IEDB. Regression. Given a peptide amino acid sequence and an MHC pseudo amino acid sequence, predict their binding affinity value. This is MHC class II binding data. (1) The peptide sequence is SAGRSRRSRRAIDLP. The MHC is DRB1_1101 with pseudo-sequence DRB1_1101. The binding affinity (normalized) is 0.151. (2) The peptide sequence is YFIMAYVNQAHHIQL. The MHC is DRB1_1501 with pseudo-sequence DRB1_1501. The binding affinity (normalized) is 0.366. (3) The peptide sequence is GKIILVAVHVASGYI. The MHC is H-2-IAb with pseudo-sequence H-2-IAb. The binding affinity (normalized) is 0.0534.